From a dataset of Catalyst prediction with 721,799 reactions and 888 catalyst types from USPTO. Predict which catalyst facilitates the given reaction. (1) Product: [Cl:1][C:2]1[CH:8]=[C:7]([O:9][C:10]2[C:11]3[N:18]([CH3:19])[CH:17]=[CH:16][C:12]=3[N:13]=[CH:14][N:15]=2)[CH:6]=[CH:5][C:3]=1[NH:4][C:27]([NH:36][C:37]1[N:41]([CH3:42])[N:40]=[C:39]([CH:43]([OH:48])[C:44]([F:47])([F:46])[F:45])[CH:38]=1)=[O:28]. The catalyst class is: 60. Reactant: [Cl:1][C:2]1[CH:8]=[C:7]([O:9][C:10]2[C:11]3[N:18]([CH3:19])[CH:17]=[CH:16][C:12]=3[N:13]=[CH:14][N:15]=2)[CH:6]=[CH:5][C:3]=1[NH2:4].N1C=CC=CC=1.Cl[C:27](OC1C=CC=CC=1)=[O:28].[NH2:36][C:37]1[N:41]([CH3:42])[N:40]=[C:39]([CH:43]([OH:48])[C:44]([F:47])([F:46])[F:45])[CH:38]=1. (2) Reactant: [C:1]([C:4]1[C:36](=[O:37])[C@@:8]2([CH3:38])[C:9]3[C:15]([OH:16])=[CH:14][C:13]([O:17][CH3:18])=[C:12]([C:19]([NH:21][CH2:22][C:23]4[C:32]([CH3:33])=[CH:31][C:26]([C:27]([O:29]C)=[O:28])=[C:25]([CH3:34])[C:24]=4[CH3:35])=[O:20])[C:10]=3[O:11][C:7]2=[CH:6][C:5]=1[OH:39])(=[O:3])[CH3:2].Cl. Product: [C:1]([C:4]1[C:36](=[O:37])[C@@:8]2([CH3:38])[C:9]3[C:15]([OH:16])=[CH:14][C:13]([O:17][CH3:18])=[C:12]([C:19]([NH:21][CH2:22][C:23]4[C:32]([CH3:33])=[CH:31][C:26]([C:27]([OH:29])=[O:28])=[C:25]([CH3:34])[C:24]=4[CH3:35])=[O:20])[C:10]=3[O:11][C:7]2=[CH:6][C:5]=1[OH:39])(=[O:3])[CH3:2]. The catalyst class is: 74. (3) Reactant: [F:1][C:2]1[CH:29]=[C:28]([N+:30]([O-:32])=[O:31])[CH:27]=[CH:26][C:3]=1[O:4][C:5]1[CH:10]=[CH:9][N:8]=[C:7]2[CH:11]=[C:12]([C:14]3[N:19]=[CH:18][C:17]([CH2:20][NH:21][CH2:22][CH2:23][O:24][CH3:25])=[CH:16][CH:15]=3)[S:13][C:6]=12.[CH3:33][C:34]([O:37][C:38](O[C:38]([O:37][C:34]([CH3:36])([CH3:35])[CH3:33])=[O:39])=[O:39])([CH3:36])[CH3:35]. Product: [F:1][C:2]1[CH:29]=[C:28]([N+:30]([O-:32])=[O:31])[CH:27]=[CH:26][C:3]=1[O:4][C:5]1[CH:10]=[CH:9][N:8]=[C:7]2[CH:11]=[C:12]([C:14]3[N:19]=[CH:18][C:17]([CH2:20][N:21]([CH2:22][CH2:23][O:24][CH3:25])[C:38](=[O:39])[O:37][C:34]([CH3:36])([CH3:35])[CH3:33])=[CH:16][CH:15]=3)[S:13][C:6]=12. The catalyst class is: 1. (4) Reactant: C(OC([N:8]([C:25]1[C:30]([CH3:31])=[CH:29][N:28]=[C:27]([C:32]2[CH:37]=[CH:36][CH:35]=[C:34]([O:38][CH2:39][C:40]([NH:42][CH:43]3[CH2:48][CH2:47][N:46](C(OC(C)(C)C)=O)[CH2:45][CH2:44]3)=[O:41])[CH:33]=2)[N:26]=1)[C:9]1[CH:10]=[C:11]2[C:15](=[CH:16][CH:17]=1)[N:14](C(OC(C)(C)C)=O)[N:13]=[CH:12]2)=O)(C)(C)C.[ClH:56].CCOC(C)=O. Product: [ClH:56].[NH:14]1[C:15]2[C:11](=[CH:10][C:9]([NH:8][C:25]3[C:30]([CH3:31])=[CH:29][N:28]=[C:27]([C:32]4[CH:33]=[C:34]([CH:35]=[CH:36][CH:37]=4)[O:38][CH2:39][C:40]([NH:42][CH:43]4[CH2:48][CH2:47][NH:46][CH2:45][CH2:44]4)=[O:41])[N:26]=3)=[CH:17][CH:16]=2)[CH:12]=[N:13]1. The catalyst class is: 25. (5) Reactant: [NH2:1][C:2]1[C:3]([C:16]([NH:18][CH3:19])=[O:17])=[N:4][C:5]([C:8]2[CH:13]=[CH:12][CH:11]=[C:10]([C:14]#[N:15])[CH:9]=2)=[CH:6][N:7]=1.[NH2:20][OH:21]. Product: [NH2:1][C:2]1[C:3]([C:16]([NH:18][CH3:19])=[O:17])=[N:4][C:5]([C:8]2[CH:13]=[CH:12][CH:11]=[C:10]([C:14]([NH:20][OH:21])=[NH:15])[CH:9]=2)=[CH:6][N:7]=1. The catalyst class is: 40. (6) The catalyst class is: 32. Reactant: C([O:3][C:4]([C:6]1([C:9]2[CH:14]=[CH:13][C:12]([C:15]3[CH:20]=[CH:19][C:18]([C:21]4[S:22][C:23]([F:39])=[CH:24][C:25]=4[NH:26][C:27]([O:29][C@@H:30]([C:32]4[CH:37]=[CH:36][C:35]([Cl:38])=[CH:34][CH:33]=4)[CH3:31])=[O:28])=[CH:17][CH:16]=3)=[CH:11][CH:10]=2)[CH2:8][CH2:7]1)=[O:5])C.O1CCCC1.[OH-].[Na+].Cl. Product: [Cl:38][C:35]1[CH:36]=[CH:37][C:32]([C@H:30]([O:29][C:27]([NH:26][C:25]2[CH:24]=[C:23]([F:39])[S:22][C:21]=2[C:18]2[CH:19]=[CH:20][C:15]([C:12]3[CH:13]=[CH:14][C:9]([C:6]4([C:4]([OH:5])=[O:3])[CH2:7][CH2:8]4)=[CH:10][CH:11]=3)=[CH:16][CH:17]=2)=[O:28])[CH3:31])=[CH:33][CH:34]=1. (7) Reactant: [CH3:1][O:2][C:3]1[CH:4]=[C:5]([C:11]2[CH2:16][C:15]([CH2:19][CH3:20])([CH2:17][CH3:18])[C:14](=[O:21])[N:13]([CH:22]3[CH2:27][CH2:26][N:25]([C:28](=[O:45])[C@H:29]([NH:37]C(=O)OC(C)(C)C)[CH2:30][C:31]4[CH:36]=[CH:35][CH:34]=[CH:33][CH:32]=4)[CH2:24][CH2:23]3)[N:12]=2)[CH:6]=[CH:7][C:8]=1[O:9][CH3:10].C(Cl)Cl. Product: [NH2:37][C@H:29]([CH2:30][C:31]1[CH:36]=[CH:35][CH:34]=[CH:33][CH:32]=1)[C:28]([N:25]1[CH2:24][CH2:23][CH:22]([N:13]2[C:14](=[O:21])[C:15]([CH2:19][CH3:20])([CH2:17][CH3:18])[CH2:16][C:11]([C:5]3[CH:6]=[CH:7][C:8]([O:9][CH3:10])=[C:3]([O:2][CH3:1])[CH:4]=3)=[N:12]2)[CH2:27][CH2:26]1)=[O:45]. The catalyst class is: 89.